Dataset: Full USPTO retrosynthesis dataset with 1.9M reactions from patents (1976-2016). Task: Predict the reactants needed to synthesize the given product. Given the product [C:1]([O:5][C:6]([N:8]1[CH2:13][CH2:12][O:11][C@H:10]([CH2:14][C:16]2[CH:21]=[C:20]([F:22])[C:19]([OH:23])=[CH:18][C:17]=2[F:31])[CH2:9]1)=[O:7])([CH3:4])([CH3:2])[CH3:3], predict the reactants needed to synthesize it. The reactants are: [C:1]([O:5][C:6]([N:8]1[CH2:13][CH2:12][O:11][C@H:10]([CH:14]([C:16]2[CH:21]=[C:20]([F:22])[C:19]([O:23]CC3C=CC=CC=3)=[CH:18][C:17]=2[F:31])Br)[CH2:9]1)=[O:7])([CH3:4])([CH3:3])[CH3:2].